Dataset: Catalyst prediction with 721,799 reactions and 888 catalyst types from USPTO. Task: Predict which catalyst facilitates the given reaction. Reactant: [CH2:1]([O:8][C:9]([N:11]1[CH2:16][CH2:15][CH2:14][C@@H:13]([CH:17]([NH:25][CH2:26][CH:27]=[CH2:28])[CH2:18][CH2:19]OS(C)(=O)=O)[CH2:12]1)=[O:10])[C:2]1[CH:7]=[CH:6][CH:5]=[CH:4][CH:3]=1. Product: [CH2:1]([O:8][C:9]([N:11]1[CH2:16][CH2:15][CH2:14][C@@H:13]([CH:17]2[CH2:18][CH2:19][N:25]2[CH2:26][CH:27]=[CH2:28])[CH2:12]1)=[O:10])[C:2]1[CH:7]=[CH:6][CH:5]=[CH:4][CH:3]=1. The catalyst class is: 23.